Dataset: Forward reaction prediction with 1.9M reactions from USPTO patents (1976-2016). Task: Predict the product of the given reaction. (1) Given the reactants [Cl:1][C:2]1[C:7]([N+:8]([O-])=O)=[C:6]([NH2:11])[CH:5]=[C:4]([Cl:12])[N:3]=1.[Sn](Cl)Cl, predict the reaction product. The product is: [Cl:1][C:2]1[C:7]([NH2:8])=[C:6]([NH2:11])[CH:5]=[C:4]([Cl:12])[N:3]=1. (2) Given the reactants Br[C:2]1[C:3]([O:18][C:19]2[CH:24]=[CH:23][C:22]([C:25]([O:27][C:28]([CH3:31])([CH3:30])[CH3:29])=[O:26])=[CH:21][C:20]=2[N+:32]([O-:34])=[O:33])=[C:4](Cl)[CH:5]=[C:6]2[C:11]=1[O:10][CH2:9][CH2:8][CH:7]2[C:12]([O:14][CH2:15][CH3:16])=[O:13].P([O-])([O-])([O-])=O.[K+].[K+].[K+].C1(P([CH:56]2[CH2:61][CH2:60]CCC2)C2CCCCC2)CCCCC1.[CH:62]1(B(O)O)[CH2:64][CH2:63]1, predict the reaction product. The product is: [C:28]([O:27][C:25]([C:22]1[CH:23]=[CH:24][C:19]([O:18][C:3]2[C:2]([CH:62]3[CH2:64][CH2:63]3)=[C:11]3[C:6]([CH:7]([C:12]([O:14][CH2:15][CH3:16])=[O:13])[CH2:8][CH2:9][O:10]3)=[CH:5][C:4]=2[CH:60]2[CH2:61][CH2:56]2)=[C:20]([N+:32]([O-:34])=[O:33])[CH:21]=1)=[O:26])([CH3:31])([CH3:30])[CH3:29]. (3) Given the reactants [NH2:1][C:2]1[CH:7]=[CH:6][CH:5]=[CH:4][C:3]=1[CH2:8][CH2:9][C@H:10]1[O:15][CH2:14][C@@H:13]([CH2:16][O:17][Si:18]([C:21]([CH3:24])([CH3:23])[CH3:22])([CH3:20])[CH3:19])[N:12]([C:25]([O:27][C:28]([CH3:31])([CH3:30])[CH3:29])=[O:26])[CH2:11]1.[CH3:32][O:33][C:34]([NH:36][C@H:37]([C:51](O)=[O:52])[CH:38]([C:45]1[CH:50]=[CH:49][CH:48]=[CH:47][CH:46]=1)[C:39]1[CH:44]=[CH:43][CH:42]=[CH:41][CH:40]=1)=[O:35].CN(C(ON1N=NC2C=CC=NC1=2)=[N+](C)C)C.F[P-](F)(F)(F)(F)F.N1C(C)=CC=CC=1C, predict the reaction product. The product is: [Si:18]([O:17][CH2:16][C@H:13]1[N:12]([C:25]([O:27][C:28]([CH3:31])([CH3:30])[CH3:29])=[O:26])[CH2:11][C@@H:10]([CH2:9][CH2:8][C:3]2[CH:4]=[CH:5][CH:6]=[CH:7][C:2]=2[NH:1][C:51](=[O:52])[C@H:37]([CH:38]([C:39]2[CH:40]=[CH:41][CH:42]=[CH:43][CH:44]=2)[C:45]2[CH:46]=[CH:47][CH:48]=[CH:49][CH:50]=2)[NH:36][C:34]([O:33][CH3:32])=[O:35])[O:15][CH2:14]1)([C:21]([CH3:22])([CH3:23])[CH3:24])([CH3:19])[CH3:20]. (4) The product is: [CH3:1][S:2]([C:5]1[CH:10]=[CH:9][C:8]([O:11][C:19]2[N:24]=[CH:23][N:22]=[C:21]3[N:25]([CH:28]4[CH2:33][CH2:32][CH2:31][CH2:30][O:29]4)[N:26]=[CH:27][C:20]=23)=[CH:7][CH:6]=1)(=[O:3])=[O:4]. Given the reactants [CH3:1][S:2]([C:5]1[CH:10]=[CH:9][C:8]([OH:11])=[CH:7][CH:6]=1)(=[O:4])=[O:3].C(=O)([O-])[O-].[Cs+].[Cs+].Cl[C:19]1[N:24]=[CH:23][N:22]=[C:21]2[N:25]([CH:28]3[CH2:33][CH2:32][CH2:31][CH2:30][O:29]3)[N:26]=[CH:27][C:20]=12.C(=O)(O)[O-].[Na+], predict the reaction product. (5) Given the reactants [CH3:1][O:2][C:3]1[CH:4]=[C:5]([CH:8]=[CH:9][C:10]=1[N+:11]([O-:13])=[O:12])[CH2:6]Br.C(N(CC)CC)C.[CH2:21]([NH2:28])[C:22]1[CH:27]=[CH:26][CH:25]=[CH:24][CH:23]=1, predict the reaction product. The product is: [CH2:21]([NH:28][CH2:6][C:5]1[CH:8]=[CH:9][C:10]([N+:11]([O-:13])=[O:12])=[C:3]([O:2][CH3:1])[CH:4]=1)[C:22]1[CH:27]=[CH:26][CH:25]=[CH:24][CH:23]=1. (6) Given the reactants [F:1][C:2]1[CH:3]=[CH:4][C:5](/[CH:10]=[CH:11]/[C:12]2[CH:17]=[CH:16][C:15]([O:18][CH3:19])=[CH:14][CH:13]=2)=[C:6]([CH2:8][OH:9])[CH:7]=1, predict the reaction product. The product is: [F:1][C:2]1[CH:3]=[CH:4][C:5]([CH2:10][CH2:11][C:12]2[CH:13]=[CH:14][C:15]([O:18][CH3:19])=[CH:16][CH:17]=2)=[C:6]([CH2:8][OH:9])[CH:7]=1. (7) Given the reactants Br[C:2]1[CH:11]=[CH:10][C:9]([N+:12]([O-])=O)=[C:8]2[C:3]=1[CH2:4][CH2:5][N:6]([CH3:15])[CH2:7]2, predict the reaction product. The product is: [CH3:15][N:6]1[CH2:5][CH2:4][C:3]2[C:8](=[C:9]([NH2:12])[CH:10]=[CH:11][CH:2]=2)[CH2:7]1.